Dataset: NCI-60 drug combinations with 297,098 pairs across 59 cell lines. Task: Regression. Given two drug SMILES strings and cell line genomic features, predict the synergy score measuring deviation from expected non-interaction effect. (1) Synergy scores: CSS=33.0, Synergy_ZIP=0.562, Synergy_Bliss=-0.418, Synergy_Loewe=-12.1, Synergy_HSA=-0.911. Cell line: SF-295. Drug 1: C1=C(C(=O)NC(=O)N1)F. Drug 2: COC1=NC(=NC2=C1N=CN2C3C(C(C(O3)CO)O)O)N. (2) Drug 2: CCN(CC)CCNC(=O)C1=C(NC(=C1C)C=C2C3=C(C=CC(=C3)F)NC2=O)C. Cell line: MCF7. Synergy scores: CSS=16.9, Synergy_ZIP=-4.72, Synergy_Bliss=-1.65, Synergy_Loewe=-73.3, Synergy_HSA=-1.02. Drug 1: CCC1=C2CN3C(=CC4=C(C3=O)COC(=O)C4(CC)O)C2=NC5=C1C=C(C=C5)O. (3) Synergy scores: CSS=8.85, Synergy_ZIP=-8.87, Synergy_Bliss=-7.69, Synergy_Loewe=-16.4, Synergy_HSA=-5.57. Cell line: A498. Drug 1: CNC(=O)C1=CC=CC=C1SC2=CC3=C(C=C2)C(=NN3)C=CC4=CC=CC=N4. Drug 2: CC1CCC2CC(C(=CC=CC=CC(CC(C(=O)C(C(C(=CC(C(=O)CC(OC(=O)C3CCCCN3C(=O)C(=O)C1(O2)O)C(C)CC4CCC(C(C4)OC)OCCO)C)C)O)OC)C)C)C)OC. (4) Drug 2: COCCOC1=C(C=C2C(=C1)C(=NC=N2)NC3=CC=CC(=C3)C#C)OCCOC.Cl. Cell line: HCT-15. Synergy scores: CSS=41.4, Synergy_ZIP=2.07, Synergy_Bliss=2.41, Synergy_Loewe=-20.5, Synergy_HSA=2.52. Drug 1: C1=CC(=CC=C1CCC2=CNC3=C2C(=O)NC(=N3)N)C(=O)NC(CCC(=O)O)C(=O)O.